This data is from Forward reaction prediction with 1.9M reactions from USPTO patents (1976-2016). The task is: Predict the product of the given reaction. Given the reactants [F:1][C:2]1[CH:10]=[CH:9][CH:8]=[C:7]([NH:11][C:12]2[N:17]=[C:16]([NH:18][C:19]3[CH:27]=[C:26]4[C:22]([CH2:23][CH2:24][N:25]4[C:28](=[O:32])[CH2:29][NH:30][CH3:31])=[CH:21][C:20]=3[O:33][CH3:34])[NH:15][C:14]3=[N:35][CH:36]=[CH:37][C:13]=23)[C:3]=1[C:4]([NH2:6])=[O:5].CN[O:40][CH3:41], predict the reaction product. The product is: [F:1][C:2]1[CH:10]=[CH:9][CH:8]=[C:7]([NH:11][C:12]2[N:17]=[C:16]([NH:18][C:19]3[CH:27]=[C:26]4[C:22]([CH2:23][CH2:24][N:25]4[C:28](=[O:32])[CH2:29][N:30]([CH3:31])[O:40][CH3:41])=[CH:21][C:20]=3[O:33][CH3:34])[NH:15][C:14]3=[N:35][CH:36]=[CH:37][C:13]=23)[C:3]=1[C:4]([NH2:6])=[O:5].